Dataset: Forward reaction prediction with 1.9M reactions from USPTO patents (1976-2016). Task: Predict the product of the given reaction. Given the reactants [N:1]([O-:3])=O.[Na+].[Cl:5][C:6]1[C:19]([Cl:20])=[CH:18][CH:17]=[CH:16][C:7]=1[CH:8]=[C:9]1[NH:13][C:12](=[O:14])[CH:11]=[C:10]1[OH:15], predict the reaction product. The product is: [Cl:5][C:6]1[C:19]([Cl:20])=[CH:18][CH:17]=[CH:16][C:7]=1[CH:8]=[C:9]1[NH:13][C:12](=[O:14])[C:11](=[N:1][OH:3])[C:10]1=[O:15].